From a dataset of Catalyst prediction with 721,799 reactions and 888 catalyst types from USPTO. Predict which catalyst facilitates the given reaction. (1) Reactant: [CH3:1][C:2]1[CH:3]=[C:4]([O:20][C:21]2[CH:22]=[N:23][C:24]([S:27]([CH3:30])(=[O:29])=[O:28])=[CH:25][CH:26]=2)[CH:5]=[C:6]2[C:10]=1[NH:9][C:8]([C:11]1[S:12][CH:13]([CH2:16][C:17](O)=[O:18])[CH2:14][N:15]=1)=[CH:7]2.[NH4+].O[N:33]1C2C=CC=CC=2N=N1.Cl.C(N=C=NCCCN(C)C)C.O. Product: [CH3:1][C:2]1[CH:3]=[C:4]([O:20][C:21]2[CH:22]=[N:23][C:24]([S:27]([CH3:30])(=[O:29])=[O:28])=[CH:25][CH:26]=2)[CH:5]=[C:6]2[C:10]=1[NH:9][C:8]([C:11]1[S:12][CH:13]([CH2:16][C:17]([NH2:33])=[O:18])[CH2:14][N:15]=1)=[CH:7]2. The catalyst class is: 9. (2) Reactant: [O:1]1[CH:5]=[CH:4][CH:3]=[C:2]1[C:6]1[CH:32]=[CH:31][C:9]([C:10]([NH:12][CH2:13][C:14]2[CH:30]=[CH:29][CH:28]=[CH:27][C:15]=2[O:16][CH2:17][CH2:18][CH2:19][CH2:20][CH2:21][C:22]([O:24]CC)=[O:23])=[O:11])=[CH:8][CH:7]=1.O.[OH-].[Li+]. The catalyst class is: 20. Product: [O:1]1[CH:5]=[CH:4][CH:3]=[C:2]1[C:6]1[CH:7]=[CH:8][C:9]([C:10]([NH:12][CH2:13][C:14]2[CH:30]=[CH:29][CH:28]=[CH:27][C:15]=2[O:16][CH2:17][CH2:18][CH2:19][CH2:20][CH2:21][C:22]([OH:24])=[O:23])=[O:11])=[CH:31][CH:32]=1. (3) The catalyst class is: 60. Reactant: [CH3:1][O:2][C:3](/[CH:5]=[CH:6]/[C:7]1[CH:12]=[CH:11][C:10]([OH:13])=[CH:9][CH:8]=1)=[O:4].Cl[CH2:15][CH2:16][CH2:17][CH2:18][CH2:19][CH2:20][OH:21].C([O-])([O-])=O.[K+].[K+].O. Product: [CH3:1][O:2][C:3](=[O:4])[CH:5]=[CH:6][C:7]1[CH:8]=[CH:9][C:10]([O:13][CH2:15][CH2:16][CH2:17][CH2:18][CH2:19][CH2:20][OH:21])=[CH:11][CH:12]=1.